Dataset: Full USPTO retrosynthesis dataset with 1.9M reactions from patents (1976-2016). Task: Predict the reactants needed to synthesize the given product. (1) Given the product [Cl:20][C:6]1[CH:5]=[N:4][CH:3]=[C:2]([Cl:1])[C:7]=1[S:8][C:9]1[S:13][C:12]([C:14]([NH:30][CH2:29][CH2:28][CH2:27][C:22]2[CH:23]=[CH:24][CH:25]=[CH:26][N:21]=2)=[O:16])=[CH:11][C:10]=1[N+:17]([O-:19])=[O:18], predict the reactants needed to synthesize it. The reactants are: [Cl:1][C:2]1[CH:3]=[N:4][CH:5]=[C:6]([Cl:20])[C:7]=1[S:8][C:9]1[S:13][C:12]([C:14]([OH:16])=O)=[CH:11][C:10]=1[N+:17]([O-:19])=[O:18].[N:21]1[CH:26]=[CH:25][CH:24]=[CH:23][C:22]=1[CH2:27][CH2:28][CH2:29][NH2:30]. (2) Given the product [ClH:22].[CH:17]1[C:18]2[C:13](=[C:12]([NH:11][CH2:10][CH2:9][NH2:8])[CH:21]=[CH:20][CH:19]=2)[CH:14]=[CH:15][N:16]=1, predict the reactants needed to synthesize it. The reactants are: C(OC([NH:8][CH2:9][CH2:10][NH:11][C:12]1[CH:21]=[CH:20][CH:19]=[C:18]2[C:13]=1[CH:14]=[CH:15][N:16]=[CH:17]2)=O)(C)(C)C.[ClH:22].CO.